This data is from Reaction yield outcomes from USPTO patents with 853,638 reactions. The task is: Predict the reaction yield, written as a fraction of the theoretical maximum amount of product (1.0 means a 100% yield; for example, 0.34 means a 34% yield). The reactants are [NH2:1][C:2]1[C:12]2[CH2:11][CH2:10][N:9]([C:13](=[O:18])[C:14]([F:17])([F:16])[F:15])[CH2:8][CH2:7][C:6]=2[CH:5]=[CH:4][C:3]=1[Cl:19].ClC1C=CC2CNC(C(=O)C(F)(F)F)CCC=2C=1N[CH2:39][C:40]1[CH:45]=[CH:44][C:43]([O:46][CH3:47])=[CH:42][CH:41]=1.ClC1C(=O)C(C#N)=C(C#N)C(=O)C=1Cl. The catalyst is C1(C)C=CC=CC=1.CCOC(C)=O. The product is [Cl:19][C:3]1[CH:4]=[CH:5][C:6]2[CH2:7][CH2:8][N:9]([C:13](=[O:18])[C:14]([F:17])([F:15])[F:16])[CH2:10][CH2:11][C:12]=2[C:2]=1[NH:1][CH2:39][C:40]1[CH:45]=[CH:44][C:43]([O:46][CH3:47])=[CH:42][CH:41]=1. The yield is 0.940.